The task is: Predict the reaction yield, written as a fraction of the theoretical maximum amount of product (1.0 means a 100% yield; for example, 0.34 means a 34% yield).. This data is from Reaction yield outcomes from USPTO patents with 853,638 reactions. (1) No catalyst specified. The product is [CH3:15][O:16][C:9](=[O:10])[CH2:8][C:5]1[CH:6]=[CH:7][C:2]([Cl:1])=[C:3]([N+:12]([O-:14])=[O:13])[CH:4]=1. The reactants are [Cl:1][C:2]1[CH:7]=[CH:6][C:5]([CH2:8][C:9](N)=[O:10])=[CH:4][C:3]=1[N+:12]([O-:14])=[O:13].[CH3:15][OH:16]. The yield is 0.890. (2) The reactants are C(O[CH:5]([C:28]1[CH:29]=[CH:30][C:31]2[N:35]=[C:34]3[S:36][CH:37]=[CH:38][N:33]3[C:32]=2[CH:39]=1)[C:6]1(Br)[C:12](=[O:13])[N:11]2[C@@H:7]1[S:8][CH:9]=[C:10]2[C:14]([O:16]CC1C=CC([N+]([O-])=O)=CC=1)=[O:15])(=O)C.[H][H]. The catalyst is C1COCC1.P([O-])([O-])([O-])=O. The product is [O:13]=[C:12]1[N:11]2[C@H:7]([S:8][CH:9]=[C:10]2[C:14]([OH:16])=[O:15])/[C:6]/1=[CH:5]\[C:28]1[CH:29]=[CH:30][C:31]2[N:35]=[C:34]3[S:36][CH:37]=[CH:38][N:33]3[C:32]=2[CH:39]=1. The yield is 0.0800. (3) The reactants are [CH3:1][O:2][C:3]1[C:12]([NH:13][C:14](=[O:18])OCC)=[N:11][C:10]2[C:5](=[CH:6][C:7]([O:21][CH3:22])=[C:8]([O:19][CH3:20])[CH:9]=2)[N:4]=1.[Br:23][C:24]1[CH:25]=[C:26]([N:30]2[CH2:35][CH2:34][NH:33][CH2:32][CH2:31]2)[CH:27]=[CH:28][CH:29]=1. No catalyst specified. The product is [CH3:1][O:2][C:3]1[C:12]([NH:13][C:14]([N:33]2[CH2:32][CH2:31][N:30]([C:26]3[CH:27]=[CH:28][CH:29]=[C:24]([Br:23])[CH:25]=3)[CH2:35][CH2:34]2)=[O:18])=[N:11][C:10]2[C:5](=[CH:6][C:7]([O:21][CH3:22])=[C:8]([O:19][CH3:20])[CH:9]=2)[N:4]=1. The yield is 0.630. (4) The reactants are [Br:1][C:2]1[CH:7]=[CH:6][C:5]([C:8](=NN(C)C)[C:9](=[O:14])[C:10]([F:13])([F:12])[F:11])=[CH:4][CH:3]=1.S(=O)(=O)(O)[OH:20]. No catalyst specified. The product is [Br:1][C:2]1[CH:7]=[CH:6][C:5]([C:8](=[O:20])[C:9](=[O:14])[C:10]([F:13])([F:12])[F:11])=[CH:4][CH:3]=1. The yield is 0.920. (5) The reactants are [O:1]1[C:5]2[CH:6]=[CH:7][C:8]([C:10](=[O:12])C)=[CH:9][C:4]=2[CH2:3][CH2:2]1.Cl[O-].[Na+].S(=O)(O)[O-:17].[Na+].Cl. No catalyst specified. The product is [O:1]1[C:5]2[CH:6]=[CH:7][C:8]([C:10]([OH:12])=[O:17])=[CH:9][C:4]=2[CH2:3][CH2:2]1. The yield is 0.970. (6) The reactants are [CH3:1][C:2]1[CH:18]=[CH:17][C:5]([CH2:6][NH:7][C:8]([NH:10][CH:11]2[CH2:15][CH2:14][O:13][C:12]2=[O:16])=[O:9])=[CH:4][CH:3]=1.C[O-].[Na+].C(Cl)Cl.Cl. The catalyst is CO. The product is [OH:13][CH2:14][CH2:15][CH:11]1[NH:10][C:8](=[O:9])[N:7]([CH2:6][C:5]2[CH:17]=[CH:18][C:2]([CH3:1])=[CH:3][CH:4]=2)[C:12]1=[O:16]. The yield is 0.730. (7) The reactants are [O:1]1[CH2:6][CH2:5][CH2:4][CH2:3][CH:2]1[O:7][CH2:8][C:9]1[N:14]=[CH:13][C:12]([CH2:15][OH:16])=[CH:11][CH:10]=1.C[N+]1([O-])CCOCC1. The catalyst is C(Cl)Cl.CCC[N+](CCC)(CCC)CCC.[O-][Ru](=O)(=O)=O. The product is [O:1]1[CH2:6][CH2:5][CH2:4][CH2:3][CH:2]1[O:7][CH2:8][C:9]1[CH:10]=[CH:11][C:12]([CH:15]=[O:16])=[CH:13][N:14]=1. The yield is 0.420. (8) The reactants are [CH3:1][O:2][C:3]1[CH:9]=[CH:8][C:7]([C:10]([F:13])([F:12])[F:11])=[CH:6][C:4]=1[NH2:5].C1N=CN([C:19](N2C=NC=C2)=[O:20])C=1.[CH3:26][NH:27][C:28]([C:30]1[CH:35]=[C:34]([O:36][C:37]2[CH:43]=[CH:42][C:40]([NH2:41])=[CH:39][CH:38]=2)[CH:33]=[CH:32][N:31]=1)=[O:29].O. The catalyst is C(Cl)Cl. The product is [CH3:1][O:2][C:3]1[CH:9]=[CH:8][C:7]([C:10]([F:11])([F:12])[F:13])=[CH:6][C:4]=1[NH:5][C:19]([NH:41][C:40]1[CH:42]=[CH:43][C:37]([O:36][C:34]2[CH:33]=[CH:32][N:31]=[C:30]([C:28](=[O:29])[NH:27][CH3:26])[CH:35]=2)=[CH:38][CH:39]=1)=[O:20]. The yield is 0.300. (9) The reactants are CN(C)[CH:3]=[CH:4][C:5]([C:7]1[C:12](=[O:13])[CH:11]=[CH:10][N:9]([C:14]2[CH:19]=[CH:18][C:17]([N:20]3[CH2:25][CH2:24][O:23][CH2:22][CH2:21]3)=[CH:16][CH:15]=2)[N:8]=1)=O.[OH:27][CH2:28][CH2:29][NH:30][NH2:31]. The catalyst is CO. The product is [OH:27][CH2:28][CH2:29][N:30]1[C:5]([C:7]2[C:12](=[O:13])[CH:11]=[CH:10][N:9]([C:14]3[CH:15]=[CH:16][C:17]([N:20]4[CH2:21][CH2:22][O:23][CH2:24][CH2:25]4)=[CH:18][CH:19]=3)[N:8]=2)=[CH:4][CH:3]=[N:31]1. The yield is 0.0730.